Dataset: Reaction yield outcomes from USPTO patents with 853,638 reactions. Task: Predict the reaction yield, written as a fraction of the theoretical maximum amount of product (1.0 means a 100% yield; for example, 0.34 means a 34% yield). (1) The reactants are C(O[C:4](=[O:11])[C:5]([C:9]#[N:10])=[C:6]([OH:8])[CH3:7])C.[F:12][C:13]([F:22])([F:21])[C:14]1[CH:20]=[CH:19][C:17]([NH2:18])=[CH:16][CH:15]=1. The catalyst is C1(C)C(C)=CC=CC=1. The product is [CH3:7]/[C:6](/[OH:8])=[C:5](/[C:4]([NH:18][C:17]1[CH:16]=[CH:15][C:14]([C:13]([F:12])([F:21])[F:22])=[CH:20][CH:19]=1)=[O:11])\[C:9]#[N:10]. The yield is 0.710. (2) The reactants are [C:1]([CH:3]([C:7]1[CH:12]=[CH:11][C:10]([CH3:13])=[CH:9][C:8]=1[CH3:14])[C:4](=O)[CH3:5])#[N:2].O.[NH2:16][NH2:17].C(O)(=O)C. The catalyst is C1(C)C=CC=CC=1. The product is [NH2:2][C:1]1[NH:17][N:16]=[C:4]([CH3:5])[C:3]=1[C:7]1[CH:12]=[CH:11][C:10]([CH3:13])=[CH:9][C:8]=1[CH3:14]. The yield is 0.750. (3) The reactants are Br[C:2]1[CH:3]=[C:4]([CH:9]=[CH:10][C:11]([O:13]CC)=[O:12])[CH:5]=[CH:6][C:7]=1[OH:8].[CH2:16]([O:19][C:20]1[C:25]([C:26]([CH3:29])([CH3:28])[CH3:27])=[CH:24][C:23]([C:30]([CH3:33])([CH3:32])[CH3:31])=[CH:22][C:21]=1B(O)O)[CH2:17][CH3:18]. No catalyst specified. The product is [C:26]([C:25]1[C:20]([O:19][CH2:16][CH2:17][CH3:18])=[C:21]([C:2]2[C:7]([OH:8])=[CH:6][CH:5]=[C:4]([CH:9]=[CH:10][C:11]([OH:13])=[O:12])[CH:3]=2)[CH:22]=[C:23]([C:30]([CH3:33])([CH3:32])[CH3:31])[CH:24]=1)([CH3:29])([CH3:27])[CH3:28]. The yield is 0.0400. (4) The reactants are [CH2:1]([C:3]1[CH:8]=[CH:7][CH:6]=[C:5]([CH3:9])[C:4]=1I)[CH3:2].C(#N)C.C(N(CC)CC)C.[C]=[O:22].C([O:25][CH2:26]C)C. The product is [CH2:1]([C:3]1[CH:8]=[CH:7][CH:6]=[C:5]([CH3:9])[C:4]=1[C:26]([OH:25])=[O:22])[CH3:2]. The catalyst is [OH-].[Na+].CC([O-])=O.CC([O-])=O.[Pd+2].C1C=CC(P(C2C=CC=CC=2)CCCP(C2C=CC=CC=2)C2C=CC=CC=2)=CC=1.O. The yield is 0.725. (5) The reactants are C1(C)C=CC(S(O)(=O)=O)=CC=1.CC(C)CC(=O)C.[NH2:19][C:20]1[CH:24]=[CH:23][S:22][C:21]=1/[C:25](=[CH:27]/[CH:28]([CH3:30])[CH3:29])/[CH3:26].NC1C=CSC=1/C(=C\C(C)C)/C. No catalyst specified. The product is [NH2:19][C:20]1[CH:24]=[CH:23][S:22][C:21]=1[C:25]([CH2:27][CH:28]([CH3:30])[CH3:29])=[CH2:26]. The yield is 0.190. (6) The reactants are [CH2:1]([NH:3][C@@H:4]([CH3:9])[C:5]([O:7][CH3:8])=[O:6])[CH3:2].Cl[C:11]1[C:20]([N+:21]([O-:23])=[O:22])=[CH:19][C:14]([C:15]([O:17][CH3:18])=[O:16])=[CH:13][N:12]=1.[CH3:24]COC(C)=O. No catalyst specified. The product is [CH2:8]([O:7][C:5](=[O:6])[C@@H:4]([N:3]([CH2:1][CH3:2])[C:11]1[C:20]([N+:21]([O-:23])=[O:22])=[CH:19][C:14]([C:15]([O:17][CH3:18])=[O:16])=[CH:13][N:12]=1)[CH3:9])[CH3:24]. The yield is 0.660.